Dataset: NCI-60 drug combinations with 297,098 pairs across 59 cell lines. Task: Regression. Given two drug SMILES strings and cell line genomic features, predict the synergy score measuring deviation from expected non-interaction effect. (1) Drug 1: CCC1=C2CN3C(=CC4=C(C3=O)COC(=O)C4(CC)O)C2=NC5=C1C=C(C=C5)O. Cell line: M14. Drug 2: C1CCC(C(C1)N)N.C(=O)(C(=O)[O-])[O-].[Pt+4]. Synergy scores: CSS=61.3, Synergy_ZIP=-5.73, Synergy_Bliss=-5.74, Synergy_Loewe=-2.58, Synergy_HSA=-1.80. (2) Drug 1: C1=NC(=NC(=O)N1C2C(C(C(O2)CO)O)O)N. Drug 2: C1CN(CCN1C(=O)CCBr)C(=O)CCBr. Cell line: NCI-H322M. Synergy scores: CSS=30.5, Synergy_ZIP=-8.12, Synergy_Bliss=4.08, Synergy_Loewe=-24.0, Synergy_HSA=2.64.